From a dataset of Forward reaction prediction with 1.9M reactions from USPTO patents (1976-2016). Predict the product of the given reaction. (1) The product is: [CH3:1][O:2][C:3]1[CH:11]=[C:10]2[C:6]([C:7]([C:12]([NH:19][C:18]3[CH:20]=[CH:21][C:22]([B:24]4[O:25][C:26]([CH3:31])([CH3:32])[C:27]([CH3:30])([CH3:29])[O:28]4)=[CH:23][C:17]=3[O:16][CH3:15])=[O:14])=[N:8][NH:9]2)=[CH:5][CH:4]=1. Given the reactants [CH3:1][O:2][C:3]1[CH:11]=[C:10]2[C:6]([C:7]([C:12]([OH:14])=O)=[N:8][NH:9]2)=[CH:5][CH:4]=1.[CH3:15][O:16][C:17]1[CH:23]=[C:22]([B:24]2[O:28][C:27]([CH3:30])([CH3:29])[C:26]([CH3:32])([CH3:31])[O:25]2)[CH:21]=[CH:20][C:18]=1[NH2:19].F[P-](F)(F)(F)(F)F.N1(OC(N(C)C)=[N+](C)C)C2N=CC=CC=2N=N1.C(N(CC)C(C)C)(C)C, predict the reaction product. (2) The product is: [CH3:19][N:20]([CH3:21])[C:16]([C:14]1[S:15][C:11]([C:5]2[CH:4]=[C:3]([CH2:1][CH3:2])[C:8](=[O:9])[NH:7][C:6]=2[CH3:10])=[CH:12][CH:13]=1)=[O:18]. Given the reactants [CH2:1]([C:3]1[C:8](=[O:9])[NH:7][C:6]([CH3:10])=[C:5]([C:11]2[S:15][C:14]([C:16]([OH:18])=O)=[CH:13][CH:12]=2)[CH:4]=1)[CH3:2].[CH3:19][NH:20][CH3:21], predict the reaction product. (3) Given the reactants [F:1][C:2]1[CH:7]=[C:6]([F:8])[CH:5]=[CH:4][C:3]=1[C:9]1[CH:14]=[C:13]([N:15]2[C:19]3[CH:20]=[CH:21][C:22](B4OC(C)(C)C(C)(C)O4)=[CH:23][C:18]=3[N:17]=[CH:16]2)[CH:12]=[C:11]([NH:33][S:34]([CH:37]2[CH2:39][CH2:38]2)(=[O:36])=[O:35])[CH:10]=1.N#N.Br[C:43]1[CH:48]=[CH:47][C:46]([F:49])=[CH:45][N:44]=1.C(=O)([O-])[O-].[Na+].[Na+], predict the reaction product. The product is: [F:1][C:2]1[CH:7]=[C:6]([F:8])[CH:5]=[CH:4][C:3]=1[C:9]1[CH:14]=[C:13]([N:15]2[C:19]3[CH:20]=[CH:21][C:22]([C:43]4[CH:48]=[CH:47][C:46]([F:49])=[CH:45][N:44]=4)=[CH:23][C:18]=3[N:17]=[CH:16]2)[CH:12]=[C:11]([NH:33][S:34]([CH:37]2[CH2:38][CH2:39]2)(=[O:35])=[O:36])[CH:10]=1. (4) Given the reactants [C:1]([O:5][C:6]([NH:8][CH2:9][C@H:10]1[CH2:15][CH2:14][C@H:13]([C:16]([NH:18][C@H:19]([C:37]([NH:39][C:40]2[CH:45]=[CH:44][C:43]([C:46]3[NH:50][N:49]=[C:48]([C:51]([F:59])([F:58])[C:52]([C:55]([OH:57])=[O:56])([F:54])[F:53])[N:47]=3)=[CH:42][CH:41]=2)=[O:38])[CH2:20][C:21]2[CH:26]=[CH:25][C:24]([C:27]3[CH:32]=[CH:31][C:30]([C:33](O)=[O:34])=[CH:29][C:28]=3[CH3:36])=[CH:23][CH:22]=2)=[O:17])[CH2:12][CH2:11]1)=[O:7])([CH3:4])([CH3:3])[CH3:2].[CH3:60][N:61]1[CH2:66][CH2:65][CH:64]([CH2:67][NH2:68])[CH2:63][CH2:62]1.C(N(CC)C(C)C)(C)C.F[P-](F)(F)(F)(F)F.CN(C(ON1C2=NC=CC=C2N=N1)=[N+](C)C)C, predict the reaction product. The product is: [C:1]([O:5][C:6]([NH:8][CH2:9][C@H:10]1[CH2:11][CH2:12][C@H:13]([C:16]([NH:18][C@@H:19]([CH2:20][C:21]2[CH:22]=[CH:23][C:24]([C:27]3[CH:32]=[CH:31][C:30]([C:33](=[O:34])[NH:68][CH2:67][CH:64]4[CH2:65][CH2:66][N:61]([CH3:60])[CH2:62][CH2:63]4)=[CH:29][C:28]=3[CH3:36])=[CH:25][CH:26]=2)[C:37]([NH:39][C:40]2[CH:41]=[CH:42][C:43]([C:46]3[NH:47][C:48]([C:51]([F:58])([F:59])[C:52]([F:53])([F:54])[C:55]([OH:57])=[O:56])=[N:49][N:50]=3)=[CH:44][CH:45]=2)=[O:38])=[O:17])[CH2:14][CH2:15]1)=[O:7])([CH3:2])([CH3:3])[CH3:4].